This data is from Forward reaction prediction with 1.9M reactions from USPTO patents (1976-2016). The task is: Predict the product of the given reaction. Given the reactants [NH:1]1[C:9]2[C:4](=[CH:5][CH:6]=[CH:7][CH:8]=2)[CH:3]=[C:2]1[C:10]([OH:12])=O.C(Cl)(=O)C(Cl)=O.[NH2:19][C:20]1[CH:25]=[CH:24][C:23]([C:26]2[C:34]3[C:29](=[N:30][CH:31]=[N:32][C:33]=3[NH2:35])[N:28]([C@H:36]3[CH2:41][CH2:40][C@H:39]([N:42]4[CH2:47][CH2:46][N:45]([CH3:48])[CH2:44][CH2:43]4)[CH2:38][CH2:37]3)[N:27]=2)=[CH:22][C:21]=1[O:49][CH3:50], predict the reaction product. The product is: [NH2:35][C:33]1[N:32]=[CH:31][N:30]=[C:29]2[N:28]([C@H:36]3[CH2:41][CH2:40][C@H:39]([N:42]4[CH2:43][CH2:44][N:45]([CH3:48])[CH2:46][CH2:47]4)[CH2:38][CH2:37]3)[N:27]=[C:26]([C:23]3[CH:24]=[CH:25][C:20]([NH:19][C:10]([C:2]4[NH:1][C:9]5[C:4]([CH:3]=4)=[CH:5][CH:6]=[CH:7][CH:8]=5)=[O:12])=[C:21]([O:49][CH3:50])[CH:22]=3)[C:34]=12.